This data is from Peptide-MHC class II binding affinity with 134,281 pairs from IEDB. The task is: Regression. Given a peptide amino acid sequence and an MHC pseudo amino acid sequence, predict their binding affinity value. This is MHC class II binding data. (1) The MHC is DRB1_1302 with pseudo-sequence DRB1_1302. The peptide sequence is IIGLIAANEMGLIEK. The binding affinity (normalized) is 0.918. (2) The peptide sequence is AFLLDGDNLFPKV. The MHC is DRB3_0101 with pseudo-sequence DRB3_0101. The binding affinity (normalized) is 0.841. (3) The peptide sequence is YDKFAANVSTVLTGK. The MHC is DRB1_0101 with pseudo-sequence DRB1_0101. The binding affinity (normalized) is 0.777.